Predict the reactants needed to synthesize the given product. From a dataset of Full USPTO retrosynthesis dataset with 1.9M reactions from patents (1976-2016). Given the product [NH2:9][C:10]1[C:19]2[N:20]=[C:21]([CH2:28][CH2:29][CH2:30][CH3:31])[N:22]([CH2:23][CH2:24][CH2:25][CH2:26][NH:27][C:6]([C:2]3[O:1][CH:5]=[CH:4][CH:3]=3)=[O:7])[C:18]=2[C:17]2[N:16]=[CH:15][CH:14]=[CH:13][C:12]=2[N:11]=1, predict the reactants needed to synthesize it. The reactants are: [O:1]1[CH:5]=[CH:4][CH:3]=[C:2]1[C:6](Cl)=[O:7].[NH2:9][C:10]1[C:19]2[N:20]=[C:21]([CH2:28][CH2:29][CH2:30][CH3:31])[N:22]([CH2:23][CH2:24][CH2:25][CH2:26][NH2:27])[C:18]=2[C:17]2[N:16]=[CH:15][CH:14]=[CH:13][C:12]=2[N:11]=1.